Dataset: Catalyst prediction with 721,799 reactions and 888 catalyst types from USPTO. Task: Predict which catalyst facilitates the given reaction. (1) Reactant: C([NH:4][C:5]1[CH:10]=[C:9]([C:11]2[N:15]([CH3:16])[C:14]([S:17][CH2:18][CH2:19][C:20]([O:22]CC)=[O:21])=[N:13][C:12]=2[C:25]2[CH:30]=[CH:29][C:28]([F:31])=[CH:27][CH:26]=2)[CH:8]=[CH:7][N:6]=1)(=O)C.[OH-].[Na+]. Product: [NH2:4][C:5]1[CH:10]=[C:9]([C:11]2[N:15]([CH3:16])[C:14]([S:17][CH2:18][CH2:19][C:20]([OH:22])=[O:21])=[N:13][C:12]=2[C:25]2[CH:26]=[CH:27][C:28]([F:31])=[CH:29][CH:30]=2)[CH:8]=[CH:7][N:6]=1. The catalyst class is: 33. (2) Reactant: C([O:3][C:4](=[O:17])[CH2:5][C:6]1[CH:15]=[CH:14][C:9]([C:10]([O:12][CH3:13])=[O:11])=[CH:8][C:7]=1[CH3:16])C.O.[Li+].[OH-].Cl. Product: [CH3:13][O:12][C:10]([C:9]1[CH:14]=[CH:15][C:6]([CH2:5][C:4]([OH:17])=[O:3])=[C:7]([CH3:16])[CH:8]=1)=[O:11]. The catalyst class is: 5.